This data is from Buchwald-Hartwig C-N cross coupling reaction yields with 55,370 reactions. The task is: Predict the reaction yield, written as a fraction of the theoretical maximum amount of product (1.0 means a 100% yield; for example, 0.34 means a 34% yield). (1) The reactants are Ic1ccccn1.Cc1ccc(N)cc1.O=S(=O)(O[Pd]1c2ccccc2-c2ccccc2N~1)C(F)(F)F.CC(C)c1cc(C(C)C)c(-c2ccccc2P(C2CCCCC2)C2CCCCC2)c(C(C)C)c1.CCN=P(N=P(N(C)C)(N(C)C)N(C)C)(N(C)C)N(C)C.CCOC(=O)c1cc(C)no1. No catalyst specified. The product is Cc1ccc(Nc2ccccn2)cc1. The yield is 0.511. (2) The reactants are CCc1ccc(Br)cc1.Cc1ccc(N)cc1.O=S(=O)(O[Pd]1c2ccccc2-c2ccccc2N~1)C(F)(F)F.COc1ccc(OC)c(P(C(C)(C)C)C(C)(C)C)c1-c1c(C(C)C)cc(C(C)C)cc1C(C)C.CCN=P(N=P(N(C)C)(N(C)C)N(C)C)(N(C)C)N(C)C.CCOC(=O)c1cc(C)on1. No catalyst specified. The product is CCc1ccc(Nc2ccc(C)cc2)cc1. The yield is 0.688. (3) The reactants are Clc1cccnc1.Cc1ccc(N)cc1.O=S(=O)(O[Pd]1c2ccccc2-c2ccccc2N~1)C(F)(F)F.CC(C)c1cc(C(C)C)c(-c2ccccc2P(C(C)(C)C)C(C)(C)C)c(C(C)C)c1.CN(C)C(=NC(C)(C)C)N(C)C.COC(=O)c1cc(-c2ccco2)on1. No catalyst specified. The product is Cc1ccc(Nc2cccnc2)cc1. The yield is 0.0677. (4) The reactants are Brc1cccnc1.Cc1ccc(N)cc1.O=S(=O)(O[Pd]1c2ccccc2-c2ccccc2N~1)C(F)(F)F.CC(C)c1cc(C(C)C)c(-c2ccccc2P(C(C)(C)C)C(C)(C)C)c(C(C)C)c1.CN1CCCN2CCCN=C12.Cc1cc(-n2cccc2)no1. No catalyst specified. The product is Cc1ccc(Nc2cccnc2)cc1. The yield is 0.801. (5) The reactants are Brc1ccccn1.Cc1ccc(N)cc1.O=S(=O)(O[Pd]1c2ccccc2-c2ccccc2N~1)C(F)(F)F.CC(C)c1cc(C(C)C)c(-c2ccccc2P(C(C)(C)C)C(C)(C)C)c(C(C)C)c1.CCN=P(N=P(N(C)C)(N(C)C)N(C)C)(N(C)C)N(C)C.Fc1cccc(F)c1-c1ccno1. No catalyst specified. The product is Cc1ccc(Nc2ccccn2)cc1. The yield is 0.318.